From a dataset of Experimentally validated miRNA-target interactions with 360,000+ pairs, plus equal number of negative samples. Binary Classification. Given a miRNA mature sequence and a target amino acid sequence, predict their likelihood of interaction. (1) The miRNA is mmu-miR-3082-5p with sequence GACAGAGUGUGUGUGUCUGUGU. The protein sequence of the target gene is MAELQMLLEEEIPGGRRALFDSYTNLERVADYCENNYIQSPDKQRALEETKAYTTQSLASVAYLINTLANNVLQMLDIQASQLRRMESSINHISQTVDIHKEKVARREIGILTTNKNTSRTHKIIAPANLERPVRYIRKPIDYTILDDIGHGVKVSTQNMKMGGLPRTTPPTQKPPSPPMSGKGTLGRHSPYRTLEPVRPPVVPNDYVPSPTRNMAPSQQSPVRTASVNQRNRTYSSSGSSGGSHPSSRSSSRENSGSGSVGVPIAVPTPSPPSVFPGHPVQFYSMNRPASRHTPPTIGG.... Result: 1 (interaction). (2) The miRNA is hsa-miR-4774-3p with sequence AUUGCCUAACAUGUGCCAGAA. The protein sequence of the target gene is MSERKVLNKYYPPDFDPSKIPKLKLPKDRQYVVRLMAPFNMRCKTCGEYIYKGKKFNARKETVQNEVYLGLPIFRFYIKCTRCLAEITFKTDPENTDYTMEHGATRNFQAEKLLEEEEKRVQKEREDEELNNPMKVLENRTKDSKLEMEVLENLQELKDLNQRQAHVDFEAMLRQHRLSEEERRRQQQEEDEQETAALLEEARKRRLLEDSDSEDEAAPSPLQPALRPNPTAILDEAPKPKRKVEVWEQSVGSLGSRPPLSRLVVVKKAKADPDCSNGQPQAAPTPGAPQNRKEANPTPL.... Result: 0 (no interaction). (3) The miRNA is hsa-miR-4670-5p with sequence AAGCGACCAUGAUGUAACUUCA. The protein sequence of the target gene is MDDSDTPTYYLQIEPQDGCHPGDSVERSVTCLPSASDENENQLDGDGHEHLTSSDSAMGKPQVSEQDSLNNNESCTLSCEVAAGENLQNTLCEASRDEQAFLGKDKKIPGKRSPRSKKGTAKKIPPGLFSGDIAPLMQEKVLSAVTYAVDDEEAAEVNANEQPEAPKLVLQSLFSLIRGEVEQLDSRALPLCLHQIAESYFQEEDYEKAMKFIQLERLYHEQLLANLSAIQEQWETKWKTVQPHTVTALRNSEKGFNGEDFERLTKICATHQDPLLSKHKIAAVEKSQERKCSTQLLVSE.... Result: 0 (no interaction). (4) The miRNA is hsa-miR-6516-5p with sequence UUUGCAGUAACAGGUGUGAGCA. The protein sequence of the target gene is MSDEIFSTTLAYTKSPKATKRTSFQDELIRAITARSARQRSSEYSDDFDSDEIVSLGEFSDTSTDESLVRKKMNDFHISDDEEKNSPRLSFLKTKKVNRAISNDALDSSTPGSEGSSPDAQEDVTGDSLPKSQNDDREVGREIITVKPTPRMHPVKRSTSSGETSSGLDADGHFKPSPQPRSMLKKSSHTEEGVRPGVDKEHSISEASAPTPSLPRQNGTELQTEEKIYSENLDLEDSLLQSLTSSSFKESPGGCTSPGSQEKVPIKDHDGEPTEIWDSLLSNENEGSSVLVNCVTPELE.... Result: 0 (no interaction). (5) The miRNA is hsa-miR-6874-3p with sequence CAGUUCUGCUGUUCUGACUCUAG. The protein sequence of the target gene is MSRGPEEVNRLTESTYRNVMEQFNPGLRNLINLGKNYEKAVNAMILAGKAYYDGVAKIGEIATGSPVSTELGHVLIEISSTHKKLNESLDENFKKFHKEIIHELEKKIELDVKYMNATLKRYQTEHKNKLESLEKSQAELKKIRRKSQGSRNALKYEHKEIEYVETVTSRQSEIQKFIADGCKEALLEEKRRFCFLVDKHCGFANHIHYYHLQSAELLNSKLPRWQETCVDAIKVPEKIMNMIEEIKTPASTPVSGTPQASPMIERSNVVRKDYDTLSKCSPKMPPAPSGRAYTSPLIDM.... Result: 0 (no interaction). (6) The miRNA is hsa-miR-4680-3p with sequence UCUGAAUUGUAAGAGUUGUUA. The protein sequence of the target gene is MLLSIGMLMLSATQVYTILTVQLFAFLNLLPVEADILAYNFENASQTFDDLPARFGYRLPAEGLKGFLINSKPENACEPIVPPPVKDNSSGTFIVLIRRLDCNFDIKVLNAQRAGYKAAIVHNVDSDDLISMGSNDIEVLKKIDIPSVFIGESSANSLKDEFTYEKGGHLILVPEFSLPLEYYLIPFLIIVGICLILIVIFMITKFVQDRHRARRNRLRKDQLKKLPVHKFKKGDEYDVCAICLDEYEDGDKLRILPCSHAYHCKCVDPWLTKTKKTCPVCKQKVVPSQGDSDSDTDSSQ.... Result: 1 (interaction).